From a dataset of Full USPTO retrosynthesis dataset with 1.9M reactions from patents (1976-2016). Predict the reactants needed to synthesize the given product. (1) The reactants are: Br[C:2]1[C:3]([C:17]2[CH:22]=[CH:21][C:20]([F:23])=[CH:19][CH:18]=2)=[N:4][C:5]([N:11]([CH3:16])[S:12]([CH3:15])(=[O:14])=[O:13])=[N:6][C:7]=1[CH:8]([CH3:10])[CH3:9].[CH3:24][C:25]1([CH3:41])[O:30][C@@H:29]([CH2:31][C:32]([O:34][C:35]([CH3:38])([CH3:37])[CH3:36])=[O:33])[CH2:28][C@@H:27]([CH:39]=[CH2:40])[O:26]1.C1(CNCC2CCCCC2)CCCCC1.CN(C)C=O. Given the product [F:23][C:20]1[CH:21]=[CH:22][C:17]([C:3]2[C:2](/[CH:40]=[CH:39]/[C@H:27]3[O:26][C:25]([CH3:24])([CH3:41])[O:30][C@@H:29]([CH2:31][C:32]([O:34][C:35]([CH3:38])([CH3:37])[CH3:36])=[O:33])[CH2:28]3)=[C:7]([CH:8]([CH3:10])[CH3:9])[N:6]=[C:5]([N:11]([CH3:16])[S:12]([CH3:15])(=[O:14])=[O:13])[N:4]=2)=[CH:18][CH:19]=1, predict the reactants needed to synthesize it. (2) The reactants are: CC(OC(/N=N/C(OC(C)C)=O)=O)C.O[CH:16]1[CH2:21][CH2:20][NH:19][C:18](=[O:22])[CH2:17]1.[N+:23]([C:26]1[CH:27]=[N:28][NH:29][CH:30]=1)([O-:25])=[O:24].C1(P(C2C=CC=CC=2)C2C=CC=CC=2)C=CC=CC=1. Given the product [N+:23]([C:26]1[CH:27]=[N:28][N:29]([CH:16]2[CH2:21][CH2:20][NH:19][C:18](=[O:22])[CH2:17]2)[CH:30]=1)([O-:25])=[O:24], predict the reactants needed to synthesize it. (3) Given the product [OH:34][CH2:33][C@@H:20]1[C@:19]([C@H:18]2[CH2:17][CH2:16][C@@:15]3([CH3:43])[C@@H:11]([CH:12]=[CH:13][C:14]3=[CH2:44])[C@@H:10]2[CH2:9][OH:8])([CH3:42])[CH2:24][CH2:23][C@H:22]([OH:25])[CH2:21]1, predict the reactants needed to synthesize it. The reactants are: C([Si]([O:8][CH2:9][C@@H:10]1[C@@H:18]([C@@:19]2([CH3:42])[CH2:24][CH2:23][C@H:22]([O:25][Si](C(C)(C)C)(C)C)[CH2:21][C@@H:20]2[CH2:33][O:34][Si](C(C)(C)C)(C)C)[CH2:17][CH2:16][C@@:15]2([CH3:43])[C@H:11]1[CH:12]=[CH:13][C:14]2=[CH2:44])(C)C)(C)(C)C.CCCC[N+](CCCC)(CCCC)CCCC.[F-]. (4) Given the product [C:23]([C:27]1[CH:32]=[CH:31][C:30]([C:2]2[CH:3]=[CH:4][CH:5]=[C:6]3[C:10]=2[C:9](=[O:11])[CH:8]([CH2:12][C:13]24[CH2:14][CH:15]5[CH2:21][CH:19]([CH2:18][CH:17]([CH2:16]5)[CH2:22]2)[CH2:20]4)[CH2:7]3)=[CH:29][CH:28]=1)([CH3:26])([CH3:25])[CH3:24], predict the reactants needed to synthesize it. The reactants are: Cl[C:2]1[CH:3]=[CH:4][CH:5]=[C:6]2[C:10]=1[C:9](=[O:11])[CH:8]([CH2:12][C:13]13[CH2:22][CH:17]4[CH2:18][CH:19]([CH2:21][CH:15]([CH2:16]4)[CH2:14]1)[CH2:20]3)[CH2:7]2.[C:23]([C:27]1[CH:32]=[CH:31][C:30](B(O)O)=[CH:29][CH:28]=1)([CH3:26])([CH3:25])[CH3:24].C(=O)([O-])[O-].[Na+].[Na+].C(O)CO. (5) Given the product [CH:1]1([CH2:6][CH:7]([C:18]2[NH:30][C:21]3=[N:22][CH:23]=[C:24]([CH:26]=[O:29])[CH:25]=[C:20]3[CH:19]=2)[C:8]2[CH:13]=[CH:12][C:11]([S:14]([CH3:17])(=[O:16])=[O:15])=[CH:10][CH:9]=2)[CH2:5][CH2:4][CH2:3][CH2:2]1, predict the reactants needed to synthesize it. The reactants are: [CH:1]1([CH2:6][CH:7]([C:18]2[NH:30][C:21]3=[N:22][CH:23]=[C:24]([CH:26]([OH:29])CO)[CH:25]=[C:20]3[CH:19]=2)[C:8]2[CH:13]=[CH:12][C:11]([S:14]([CH3:17])(=[O:16])=[O:15])=[CH:10][CH:9]=2)[CH2:5][CH2:4][CH2:3][CH2:2]1.I([O-])(=O)(=O)=O.[Na+].